From a dataset of Full USPTO retrosynthesis dataset with 1.9M reactions from patents (1976-2016). Predict the reactants needed to synthesize the given product. (1) Given the product [OH:2][C:3]1[CH:4]=[CH:5][CH:6]=[C:7]2[C:12]=1[O:11][CH2:10][C:9]([C:13]([N:15]1[CH2:20][CH2:19][O:18][CH2:17][CH2:16]1)=[O:14])=[CH:8]2, predict the reactants needed to synthesize it. The reactants are: C[O:2][C:3]1[CH:4]=[CH:5][CH:6]=[C:7]2[C:12]=1[O:11][CH2:10][C:9]([C:13]([N:15]1[CH2:20][CH2:19][O:18][CH2:17][CH2:16]1)=[O:14])=[CH:8]2.B(Br)(Br)Br.O. (2) Given the product [C:3]([O:11][CH2:12][C@@:13]1([C:32]#[CH:33])[O:17][C@@H:16]([N:18]2[CH:26]=[C:24]([CH3:25])[C:22](=[O:23])[NH:21][C:19]2=[O:20])[CH:15]=[CH:14]1)(=[O:10])[C:4]1[CH:9]=[CH:8][CH:7]=[CH:6][CH:5]=1, predict the reactants needed to synthesize it. The reactants are: [BH4-].[Na+].[C:3]([O:11][CH2:12][C@@:13]1([C:32]#[CH:33])[O:17][C@@H:16]([N:18]2[CH:26]=[C:24]([CH3:25])[C:22](=[O:23])[NH:21][C:19]2=[O:20])[CH2:15][C@H:14]1OS(C)(=O)=O)(=[O:10])[C:4]1[CH:9]=[CH:8][CH:7]=[CH:6][CH:5]=1.CCN(C(C)C)C(C)C.CC(OC(C)=O)=O. (3) Given the product [C:1]([O:5][C:6](=[O:7])[NH:8][C:9]1([C:13](=[C:21]2[C:22](=[O:23])[O:24][C:17]([CH3:25])([CH3:16])[O:18][C:19]2=[O:20])[OH:15])[CH2:10][CH2:11][CH2:12]1)([CH3:2])([CH3:3])[CH3:4], predict the reactants needed to synthesize it. The reactants are: [C:1]([O:5][C:6]([NH:8][C:9]1([C:13]([OH:15])=O)[CH2:12][CH2:11][CH2:10]1)=[O:7])([CH3:4])([CH3:3])[CH3:2].[CH3:16][C:17]1([CH3:25])[O:24][C:22](=[O:23])[CH2:21][C:19](=[O:20])[O:18]1.CCN=C=NCCCN(C)C. (4) Given the product [NH2:18][C:19]1[N:20]=[C:21]([NH:25][C:7](=[O:9])[CH2:6][O:5][CH2:4][CH2:3][O:2][CH3:1])[CH:22]=[CH:23][CH:24]=1, predict the reactants needed to synthesize it. The reactants are: [CH3:1][O:2][CH2:3][CH2:4][O:5][CH2:6][C:7]([OH:9])=O.ClC(OCC(C)C)=O.[NH2:18][C:19]1[CH:24]=[CH:23][CH:22]=[C:21]([NH2:25])[N:20]=1.C(=O)(O)[O-].[Na+]. (5) Given the product [Cl:24][C:4]1[C:3]([CH2:1][CH3:2])=[C:12]([OH:13])[CH:11]=[C:10]2[C:5]=1[CH:6]=[C:7]([C:18]([OH:20])=[O:19])[CH:8]([C:14]([F:15])([F:16])[F:17])[O:9]2, predict the reactants needed to synthesize it. The reactants are: [CH2:1]([C:3]1[CH:4]=[C:5]2[C:10](=[CH:11][C:12]=1[OH:13])[O:9][CH:8]([C:14]([F:17])([F:16])[F:15])[C:7]([C:18]([OH:20])=[O:19])=[CH:6]2)[CH3:2].S(Cl)([Cl:24])(=O)=O. (6) The reactants are: [OH2:1].[C:2]([O-:5])([O-:4])=O.[Na+].[Na+].[CH3:20][C:19]([O:18][C:16](O[C:16]([O:18][C:19]([CH3:22])([CH3:21])[CH3:20])=[O:17])=[O:17])([CH3:22])[CH3:21].ClCCl.CO.[CH2:28]1[CH2:32][O:31][CH2:30][CH2:29]1. Given the product [C:19]([O:18][C:16]([C@H:28]([CH2:29][C:30]([O:31][CH3:32])=[O:1])[C:2]([OH:5])=[O:4])=[O:17])([CH3:20])([CH3:21])[CH3:22], predict the reactants needed to synthesize it.